Dataset: Catalyst prediction with 721,799 reactions and 888 catalyst types from USPTO. Task: Predict which catalyst facilitates the given reaction. Reactant: [F:1][C:2]1[CH:7]=[CH:6][C:5]([C:8]2[N:9]=[C:10]([C:19]3[CH:24]=[CH:23][C:22]([S:25][CH3:26])=[CH:21][CH:20]=3)[NH:11][C:12]=2[C:13]2[CH:18]=[CH:17][N:16]=[CH:15][CH:14]=2)=[CH:4][CH:3]=1.[NH4+].[OH-:28]. Product: [F:1][C:2]1[CH:7]=[CH:6][C:5]([C:8]2[N:9]=[C:10]([C:19]3[CH:24]=[CH:23][C:22]([S:25]([CH3:26])=[O:28])=[CH:21][CH:20]=3)[NH:11][C:12]=2[C:13]2[CH:14]=[CH:15][N:16]=[CH:17][CH:18]=2)=[CH:4][CH:3]=1. The catalyst class is: 86.